From a dataset of Reaction yield outcomes from USPTO patents with 853,638 reactions. Predict the reaction yield, written as a fraction of the theoretical maximum amount of product (1.0 means a 100% yield; for example, 0.34 means a 34% yield). (1) The reactants are [CH3:1][C:2]([Si:5](Cl)([CH3:7])[CH3:6])([CH3:4])[CH3:3].[OH:9][CH2:10][CH2:11][CH2:12][CH2:13][CH2:14][C:15]([O:17][CH3:18])=[O:16].N1C=CN=C1.O. The catalyst is CN(C=O)C.CCOC(C)=O. The product is [Si:5]([O:9][CH2:10][CH2:11][CH2:12][CH2:13][CH2:14][C:15]([O:17][CH3:18])=[O:16])([C:2]([CH3:4])([CH3:3])[CH3:1])([CH3:7])[CH3:6]. The yield is 0.730. (2) The reactants are CCN(C(C)C)C(C)C.[F:10][C:11]1[CH:16]=[CH:15][CH:14]=[CH:13][C:12]=1[C:17]1[O:21][N:20]=[C:19]([C:22]([OH:24])=O)[CH:18]=1.C1C=CC2N(O)N=NC=2C=1.CCN=C=NCCCN(C)C.Cl.[NH2:47][CH2:48][C:49]([N:51]1[CH2:56][CH2:55][N:54]([C:57](=[O:69])[C:58]2[CH:63]=[C:62]([F:64])[CH:61]=[CH:60][C:59]=2[C:65]([F:68])([F:67])[F:66])[CH2:53][CH2:52]1)=[O:50]. The catalyst is CN(C=O)C.O. The product is [F:64][C:62]1[CH:61]=[CH:60][C:59]([C:65]([F:67])([F:66])[F:68])=[C:58]([CH:63]=1)[C:57]([N:54]1[CH2:55][CH2:56][N:51]([C:49](=[O:50])[CH2:48][NH:47][C:22]([C:19]2[CH:18]=[C:17]([C:12]3[CH:13]=[CH:14][CH:15]=[CH:16][C:11]=3[F:10])[O:21][N:20]=2)=[O:24])[CH2:52][CH2:53]1)=[O:69]. The yield is 0.325. (3) The reactants are [Cl:1][C:2]1[CH:7]=[CH:6][C:5]([C:8]2[C:12]([CH3:13])=[C:11]([NH2:14])[NH:10][N:9]=2)=[CH:4][CH:3]=1.[C:15](O)(=[O:18])[CH2:16][SH:17]. The catalyst is C1(C)C=CC=CC=1. The product is [Cl:1][C:2]1[CH:3]=[CH:4][C:5]([C:8]2[C:12]([CH3:13])=[C:11]([NH:14][C:15](=[O:18])[CH2:16][SH:17])[NH:10][N:9]=2)=[CH:6][CH:7]=1. The yield is 0.710.